Predict the reactants needed to synthesize the given product. From a dataset of Full USPTO retrosynthesis dataset with 1.9M reactions from patents (1976-2016). (1) Given the product [NH:7]1[C:15]2[CH2:14][CH2:13][CH2:12][CH2:11][C:10]=2[C:9]([CH2:16][OH:17])=[N:8]1, predict the reactants needed to synthesize it. The reactants are: [H-].[H-].[H-].[H-].[Li+].[Al+3].[NH:7]1[C:15]2[CH2:14][CH2:13][CH2:12][CH2:11][C:10]=2[C:9]([C:16](OCC)=[O:17])=[N:8]1. (2) Given the product [CH3:1][C:2]1[NH:7][C:6]([CH3:8])=[C:5]([C:9]([O:11][C:12]([CH2:15][N:16]([CH2:18][CH2:19][CH:20]([C:21]2[CH:22]=[CH:23][CH:24]=[CH:25][CH:26]=2)[C:27]2[CH:28]=[CH:29][CH:30]=[CH:31][CH:32]=2)[CH3:17])([CH3:13])[CH3:14])=[O:10])[CH:4]([C:33]2[CH:34]=[CH:35][CH:36]=[C:37]([N+:39]([O-:41])=[O:40])[CH:38]=2)[C:3]=1[C:42]([O:44][CH3:45])=[O:43].[S:52]([C:46]1[CH:51]=[CH:50][CH:49]=[CH:48][CH:47]=1)([O-:55])(=[O:54])=[O:53], predict the reactants needed to synthesize it. The reactants are: [CH3:1][C:2]1[NH:7][C:6]([CH3:8])=[C:5]([C:9]([O:11][C:12]([CH2:15][N:16]([CH2:18][CH2:19][CH:20]([C:27]2[CH:28]=[CH:29][CH:30]=[CH:31][CH:32]=2)[C:21]2[CH:22]=[CH:23][CH:24]=[CH:25][CH:26]=2)[CH3:17])([CH3:14])[CH3:13])=[O:10])[CH:4]([C:33]2[CH:34]=[CH:35][CH:36]=[C:37]([N+:39]([O-:41])=[O:40])[CH:38]=2)[C:3]=1[C:42]([O:44][CH3:45])=[O:43].[C:46]1([S:52]([OH:55])(=[O:54])=[O:53])[CH:51]=[CH:50][CH:49]=[CH:48][CH:47]=1. (3) Given the product [Br:12][C:13]1[CH:14]=[CH:15][C:16]([Cl:21])=[C:17]([CH:20]=1)[CH2:18][NH:19][C:6]1[C:5]([N+:9]([O-:11])=[O:10])=[CH:4][N:3]=[C:2]([Cl:1])[N:7]=1, predict the reactants needed to synthesize it. The reactants are: [Cl:1][C:2]1[N:7]=[C:6](Cl)[C:5]([N+:9]([O-:11])=[O:10])=[CH:4][N:3]=1.[Br:12][C:13]1[CH:14]=[CH:15][C:16]([Cl:21])=[C:17]([CH:20]=1)[CH2:18][NH2:19].C(N(C(C)C)CC)(C)C.O.